Task: Binary Classification. Given a miRNA mature sequence and a target amino acid sequence, predict their likelihood of interaction.. Dataset: Experimentally validated miRNA-target interactions with 360,000+ pairs, plus equal number of negative samples The miRNA is mmu-miR-200b-3p with sequence UAAUACUGCCUGGUAAUGAUGA. The protein sequence of the target gene is MAVQAALLSTHPFVPFGFGGSPDGLGGAFGALDKGCCFEDDETGAPAGALLSGAEGGDVREATRDLLSFIDSASSNIKLALDKPGKSKRKVNHRKYLQKQIKRCSGLMGAAPPGPPSPSAADTPAKRPLAAPSAPTVAAPAHGKAAPRREASQAAAAASLQSRSLAALFDSLRHVPGGAEPAGGEVAAPAAGLGGAGTGGAGGDVAGPAGATAIPGARKVPLRARNLPPSFFTEPSRAGGGGCGPSGPDVSLGDLEKGAEAVEFFELLGPDYGAGTEAAVLLAAEPLDVFPAGASVLRGP.... Result: 0 (no interaction).